This data is from Reaction yield outcomes from USPTO patents with 853,638 reactions. The task is: Predict the reaction yield, written as a fraction of the theoretical maximum amount of product (1.0 means a 100% yield; for example, 0.34 means a 34% yield). (1) The reactants are [F:1][C:2]1[CH:7]=[CH:6][CH:5]=[CH:4][C:3]=1[SH:8].[C:9]([O:13][C:14]([N:16]1[CH2:21][CH2:20][CH:19]([CH2:22]O)[CH2:18][CH2:17]1)=[O:15])([CH3:12])([CH3:11])[CH3:10].C1(P(C2C=CC=CC=2)C2C=CC=CC=2)C=CC=CC=1.N(C(OCC)=O)=NC(OCC)=O. The catalyst is O1CCCC1. The product is [C:9]([O:13][C:14]([N:16]1[CH2:21][CH2:20][CH:19]([CH2:22][S:8][C:3]2[CH:4]=[CH:5][CH:6]=[CH:7][C:2]=2[F:1])[CH2:18][CH2:17]1)=[O:15])([CH3:12])([CH3:10])[CH3:11]. The yield is 0.0500. (2) The reactants are Cl[C:2]1[N:7]=[C:6]([Cl:8])[N:5]=[C:4]([N:9]2[CH2:14][CH2:13][O:12][CH2:11][CH2:10]2)[N:3]=1.C([Sn](CCCC)(CCCC)[CH:20]1[CH2:25][CH2:24][CH:23]=[CH:22][O:21]1)CCC. The catalyst is O1CCOCC1.Cl[Pd](Cl)([P](C1C=CC=CC=1)(C1C=CC=CC=1)C1C=CC=CC=1)[P](C1C=CC=CC=1)(C1C=CC=CC=1)C1C=CC=CC=1. The product is [Cl:8][C:6]1[N:7]=[C:2]([C:24]2[CH2:23][CH2:22][O:21][CH2:20][CH:25]=2)[N:3]=[C:4]([N:9]2[CH2:14][CH2:13][O:12][CH2:11][CH2:10]2)[N:5]=1. The yield is 0.470. (3) The reactants are [N:1]1([CH:7]2[CH2:12][CH2:11][C:10](=[O:13])[CH2:9][CH2:8]2)[CH2:6][CH2:5][O:4][CH2:3][CH2:2]1.[Li+].C[Si]([N-][Si](C)(C)C)(C)C.C1C=CC(N([S:31]([C:34]([F:37])([F:36])[F:35])(=[O:33])=[O:32])[S:31]([C:34]([F:37])([F:36])[F:35])(=[O:33])=[O:32])=CC=1. The catalyst is O1CCCC1. The product is [F:35][C:34]([F:37])([F:36])[S:31]([O:13][C:10]1[CH2:9][CH2:8][CH:7]([N:1]2[CH2:2][CH2:3][O:4][CH2:5][CH2:6]2)[CH2:12][CH:11]=1)(=[O:33])=[O:32]. The yield is 0.270. (4) The product is [CH3:1][C:2]1[CH:7]=[CH:6][C:5]([C:8]([C:16]2[CH:17]=[CH:18][CH:19]=[CH:20][N:21]=2)=[CH:9][CH2:10][N:11]2[CH2:15][CH2:14][CH2:13][CH2:12]2)=[CH:4][CH:3]=1. The yield is 0.812. The catalyst is O. The reactants are [CH3:1][C:2]1[CH:3]=[CH:4][C:5](/[C:8](/[C:16]2[CH:17]=[CH:18][CH:19]=[CH:20][N:21]=2)=[CH:9]\[CH2:10][N:11]2[CH2:15][CH2:14][CH2:13][CH2:12]2)=[CH:6][CH:7]=1. (5) The reactants are [CH3:1][N:2]([CH3:34])[C:3]1[CH:4]=[C:5]([C:10]2[O:11][C:12]([CH3:33])=[C:13]([CH2:15][CH2:16][O:17][C:18]3[CH:19]=[C:20]4[C:24](=[CH:25][CH:26]=3)[C@H:23]([CH2:27][C:28]([O:30]CC)=[O:29])[CH2:22][CH2:21]4)[N:14]=2)[CH:6]=[CH:7][C:8]=1[CH3:9].[Li+].[OH-].O. The catalyst is C(O)C.C1COCC1. The product is [CH3:34][N:2]([CH3:1])[C:3]1[CH:4]=[C:5]([C:10]2[O:11][C:12]([CH3:33])=[C:13]([CH2:15][CH2:16][O:17][C:18]3[CH:19]=[C:20]4[C:24](=[CH:25][CH:26]=3)[C@H:23]([CH2:27][C:28]([OH:30])=[O:29])[CH2:22][CH2:21]4)[N:14]=2)[CH:6]=[CH:7][C:8]=1[CH3:9]. The yield is 0.950. (6) The reactants are [Cl:1][C:2]1[C:3]([C:42](=[O:52])[N:43]([CH2:48][CH2:49][CH2:50][CH3:51])[CH2:44][CH2:45][CH2:46][CH3:47])=[N:4][N:5]([C:8]2[CH:16]=[CH:15][C:14]([C:17](=[O:41])[NH:18][S:19]([C:22]3[CH:31]=[CH:30][C:29]4[C:24](=[C:25]([O:32][CH2:33][CH2:34][N:35]5[CH2:40][CH2:39][O:38][CH2:37][CH2:36]5)[CH:26]=[CH:27][CH:28]=4)[CH:23]=3)(=[O:21])=[O:20])=[CH:13][C:9]=2[C:10](O)=[O:11])[C:6]=1[CH3:7].[N:53]([CH2:56][C@@H:57]1[CH2:66][C:65]2[C:60](=[CH:61][CH:62]=[CH:63][CH:64]=2)[CH2:59][NH:58]1)=[N+:54]=[N-:55]. No catalyst specified. The product is [N:53]([CH2:56][C@@H:57]1[CH2:66][C:65]2[C:60](=[CH:61][CH:62]=[CH:63][CH:64]=2)[CH2:59][N:58]1[C:10]([C:9]1[CH:13]=[C:14]([C:17](=[O:41])[NH:18][S:19]([C:22]2[CH:31]=[CH:30][C:29]3[C:24](=[C:25]([O:32][CH2:33][CH2:34][N:35]4[CH2:40][CH2:39][O:38][CH2:37][CH2:36]4)[CH:26]=[CH:27][CH:28]=3)[CH:23]=2)(=[O:21])=[O:20])[CH:15]=[CH:16][C:8]=1[N:5]1[C:6]([CH3:7])=[C:2]([Cl:1])[C:3]([C:42]([N:43]([CH2:44][CH2:45][CH2:46][CH3:47])[CH2:48][CH2:49][CH2:50][CH3:51])=[O:52])=[N:4]1)=[O:11])=[N+:54]=[N-:55]. The yield is 0.730.